From a dataset of Full USPTO retrosynthesis dataset with 1.9M reactions from patents (1976-2016). Predict the reactants needed to synthesize the given product. Given the product [C:1]([C:4]1[CH:9]=[N:8][N:7]2[CH:10]=[C:11]([C:13]3[O:14][C:15]([S:18]([CH3:19])=[O:37])=[N:16][N:17]=3)[CH:12]=[C:6]2[C:5]=1[NH:20][C@@H:21]1[CH2:25][CH2:24][C@@:23]([NH:27][C:28](=[O:34])[O:29][C:30]([CH3:33])([CH3:32])[CH3:31])([CH3:26])[C:22]1([CH3:36])[CH3:35])(=[O:3])[NH2:2], predict the reactants needed to synthesize it. The reactants are: [C:1]([C:4]1[CH:9]=[N:8][N:7]2[CH:10]=[C:11]([C:13]3[O:14][C:15]([S:18][CH3:19])=[N:16][N:17]=3)[CH:12]=[C:6]2[C:5]=1[NH:20][C@@H:21]1[CH2:25][CH2:24][C@@:23]([NH:27][C:28](=[O:34])[O:29][C:30]([CH3:33])([CH3:32])[CH3:31])([CH3:26])[C:22]1([CH3:36])[CH3:35])(=[O:3])[NH2:2].[OH:37]OS([O-])=O.[K+].